This data is from Full USPTO retrosynthesis dataset with 1.9M reactions from patents (1976-2016). The task is: Predict the reactants needed to synthesize the given product. Given the product [CH2:1]([O:5][C:6]1[N:7]=[CH:8][N:9]=[C:10]([N:14]2[CH2:15][CH:16]=[CH:17][CH2:18][CH2:19]2)[C:11]=1[F:12])[C:2]#[C:3][CH3:4], predict the reactants needed to synthesize it. The reactants are: [CH2:1]([O:5][C:6]1[C:11]([F:12])=[C:10](Cl)[N:9]=[CH:8][N:7]=1)[C:2]#[C:3][CH3:4].[NH:14]1[CH2:19][CH:18]=[CH:17][CH2:16][CH2:15]1.